Predict the product of the given reaction. From a dataset of Forward reaction prediction with 1.9M reactions from USPTO patents (1976-2016). Given the reactants Br[C:2]1[CH:3]=[N:4][C:5]([N:8]2[CH2:12][CH2:11][CH2:10][C@@H:9]2[CH3:13])=[N:6][CH:7]=1.[B:14]1([B:14]2[O:18][C:17]([CH3:20])([CH3:19])[C:16]([CH3:22])([CH3:21])[O:15]2)[O:18][C:17]([CH3:20])([CH3:19])[C:16]([CH3:22])([CH3:21])[O:15]1.C([O-])(=O)C.[K+], predict the reaction product. The product is: [CH3:13][C@H:9]1[CH2:10][CH2:11][CH2:12][N:8]1[C:5]1[N:4]=[CH:3][C:2]([B:14]2[O:18][C:17]([CH3:20])([CH3:19])[C:16]([CH3:22])([CH3:21])[O:15]2)=[CH:7][N:6]=1.